Dataset: Full USPTO retrosynthesis dataset with 1.9M reactions from patents (1976-2016). Task: Predict the reactants needed to synthesize the given product. (1) The reactants are: [F:1][C:2]([F:18])([C:9]([F:17])([F:16])[C:10]([F:15])([F:14])[CH:11]([F:13])[F:12])[CH2:3][CH:4]([C:7]#[N:8])[C:5]#[N:6].I[CH2:20][CH2:21][C:22]([F:31])([F:30])[C:23]([F:29])([F:28])[C:24]([F:27])([F:26])[F:25].C(=O)([O-])[O-].[K+].[K+].Cl. Given the product [F:30][C:22]([F:31])([C:23]([F:28])([F:29])[C:24]([F:25])([F:26])[F:27])[CH2:21][CH2:20][C:4]([CH2:3][C:2]([F:18])([F:1])[C:9]([F:16])([F:17])[C:10]([F:14])([F:15])[CH:11]([F:13])[F:12])([C:7]#[N:8])[C:5]#[N:6], predict the reactants needed to synthesize it. (2) Given the product [NH2:1][C:2]1[N:6]([CH:7]2[CH2:12][CH2:11][CH2:10][N:9]([C:13]#[N:14])[CH2:8]2)[N:5]=[C:4]([C:34]2[CH:39]=[CH:38][C:37]([O:40][C:37]3[CH:38]=[CH:39][C:34]([CH3:33])=[CH:35][CH:36]=3)=[CH:36][CH:35]=2)[C:3]=1[C:30]([NH2:32])=[O:31], predict the reactants needed to synthesize it. The reactants are: [NH2:1][C:2]1[N:6]([CH:7]2[CH2:12][CH2:11][CH2:10][N:9]([C:13]#[N:14])[CH2:8]2)[N:5]=[C:4](C2C=CC(OC3C=CC(Cl)=C(C)C=3)=CC=2)[C:3]=1[C:30]([NH2:32])=[O:31].[CH3:33][C:34]1[CH:39]=[CH:38][C:37]([OH:40])=[CH:36][CH:35]=1. (3) Given the product [Cl:39][C:17]1[C:18]([NH:23][S:24]([CH2:27][CH2:28][CH3:29])(=[O:25])=[O:26])=[CH:19][CH:20]=[C:21]([F:22])[C:16]=1[NH:15][C:13]([C:7]1[CH:8]=[C:9]([CH3:12])[CH:10]=[C:11]2[C:6]=1[N:5]=[CH:4][N:3]=[C:2]2[NH2:1])=[O:14], predict the reactants needed to synthesize it. The reactants are: [NH2:1][C:2]1[C:11]2[C:6](=[C:7]([C:13]([NH:15][C:16]3[C:21]([F:22])=[CH:20][CH:19]=[C:18]([N:23](CC4C=CC(OC)=CC=4)[S:24]([CH2:27][CH2:28][CH3:29])(=[O:26])=[O:25])[C:17]=3[Cl:39])=[O:14])[CH:8]=[C:9]([CH3:12])[CH:10]=2)[N:5]=[CH:4][N:3]=1.C(Cl)Cl.FC(F)(F)C(O)=O.